From a dataset of CYP3A4 inhibition data for predicting drug metabolism from PubChem BioAssay. Regression/Classification. Given a drug SMILES string, predict its absorption, distribution, metabolism, or excretion properties. Task type varies by dataset: regression for continuous measurements (e.g., permeability, clearance, half-life) or binary classification for categorical outcomes (e.g., BBB penetration, CYP inhibition). Dataset: cyp3a4_veith. The result is 0 (non-inhibitor). The drug is CCn1c(=O)[nH]c2ccccc2c1=O.